Dataset: Reaction yield outcomes from USPTO patents with 853,638 reactions. Task: Predict the reaction yield, written as a fraction of the theoretical maximum amount of product (1.0 means a 100% yield; for example, 0.34 means a 34% yield). The yield is 0.880. No catalyst specified. The reactants are [NH:1]1[CH2:6][CH2:5][CH:4]([CH2:7][O:8][C:9]2[CH:18]=[CH:17][CH:16]=[C:15]3[C:10]=2[C:11]([NH2:20])=[N:12][C:13]([NH2:19])=[N:14]3)[CH2:3][CH2:2]1.[CH:21]1[C:30]2[C:25](=[CH:26][CH:27]=[CH:28][CH:29]=2)[CH:24]=[CH:23][C:22]=1[C:31](Cl)=[O:32]. The product is [NH2:19][C:13]1[N:12]=[C:11]([NH2:20])[C:10]2[C:15](=[CH:16][CH:17]=[CH:18][C:9]=2[O:8][CH2:7][CH:4]2[CH2:5][CH2:6][N:1]([C:31]([C:22]3[CH:23]=[CH:24][C:25]4[C:30](=[CH:29][CH:28]=[CH:27][CH:26]=4)[CH:21]=3)=[O:32])[CH2:2][CH2:3]2)[N:14]=1.